This data is from Catalyst prediction with 721,799 reactions and 888 catalyst types from USPTO. The task is: Predict which catalyst facilitates the given reaction. (1) Product: [C:1]([C:3]1[CH:4]=[C:5]([CH2:10][CH2:11][C:12]2([OH:25])[CH2:17][CH2:16][N:15]([C:18]([O:20][C:21]([CH3:23])([CH3:22])[CH3:24])=[O:19])[CH2:14][CH2:13]2)[CH:6]=[CH:7][C:8]=1[F:9])#[N:2]. Reactant: [C:1]([C:3]1[CH:4]=[C:5]([C:10]#[C:11][C:12]2([OH:25])[CH2:17][CH2:16][N:15]([C:18]([O:20][C:21]([CH3:24])([CH3:23])[CH3:22])=[O:19])[CH2:14][CH2:13]2)[CH:6]=[CH:7][C:8]=1[F:9])#[N:2]. The catalyst class is: 43. (2) Reactant: [C:1]([C:3]1[CH:4]=[C:5]2[N:11]=[C:10]([C:12]3[CH:17]=[CH:16][CH:15]=[CH:14][C:13]=3[S:18][CH2:19][CH3:20])[N:9]([CH3:21])[C:6]2=[N:7][CH:8]=1)#[N:2].ClC1C=CC=C(C(OO)=[O:30])C=1.C(=O)([O-])O.[Na+]. Product: [C:1]([C:3]1[CH:4]=[C:5]2[N:11]=[C:10]([C:12]3[CH:17]=[CH:16][CH:15]=[CH:14][C:13]=3[S:18]([CH2:19][CH3:20])=[O:30])[N:9]([CH3:21])[C:6]2=[N:7][CH:8]=1)#[N:2]. The catalyst class is: 22.